This data is from Peptide-MHC class II binding affinity with 134,281 pairs from IEDB. The task is: Regression. Given a peptide amino acid sequence and an MHC pseudo amino acid sequence, predict their binding affinity value. This is MHC class II binding data. (1) The peptide sequence is MGAVLIWVGINTRNM. The MHC is DRB1_0404 with pseudo-sequence DRB1_0404. The binding affinity (normalized) is 0.402. (2) The peptide sequence is FDSFVASLTEALRVI. The MHC is DRB1_0101 with pseudo-sequence DRB1_0101. The binding affinity (normalized) is 0.806. (3) The peptide sequence is GTTMVSYQPLGDKVN. The MHC is H-2-IAd with pseudo-sequence H-2-IAd. The binding affinity (normalized) is 0. (4) The peptide sequence is YDFFLANVSTVLTGK. The MHC is DRB1_0404 with pseudo-sequence DRB1_0404. The binding affinity (normalized) is 0.812.